Dataset: NCI-60 drug combinations with 297,098 pairs across 59 cell lines. Task: Regression. Given two drug SMILES strings and cell line genomic features, predict the synergy score measuring deviation from expected non-interaction effect. (1) Drug 1: C1=CC=C(C(=C1)C(C2=CC=C(C=C2)Cl)C(Cl)Cl)Cl. Drug 2: CS(=O)(=O)OCCCCOS(=O)(=O)C. Cell line: MDA-MB-435. Synergy scores: CSS=7.00, Synergy_ZIP=-1.36, Synergy_Bliss=1.44, Synergy_Loewe=1.53, Synergy_HSA=0.245. (2) Drug 1: CCC1=CC2CC(C3=C(CN(C2)C1)C4=CC=CC=C4N3)(C5=C(C=C6C(=C5)C78CCN9C7C(C=CC9)(C(C(C8N6C)(C(=O)OC)O)OC(=O)C)CC)OC)C(=O)OC.C(C(C(=O)O)O)(C(=O)O)O. Drug 2: COCCOC1=C(C=C2C(=C1)C(=NC=N2)NC3=CC=CC(=C3)C#C)OCCOC.Cl. Cell line: SF-539. Synergy scores: CSS=48.2, Synergy_ZIP=-1.25, Synergy_Bliss=-1.72, Synergy_Loewe=-31.0, Synergy_HSA=-1.22. (3) Drug 1: C1=NC2=C(N1)C(=S)N=C(N2)N. Synergy scores: CSS=47.1, Synergy_ZIP=-6.09, Synergy_Bliss=-4.52, Synergy_Loewe=-1.01, Synergy_HSA=-0.602. Drug 2: CCN(CC)CCNC(=O)C1=C(NC(=C1C)C=C2C3=C(C=CC(=C3)F)NC2=O)C. Cell line: CAKI-1.